Predict the product of the given reaction. From a dataset of Forward reaction prediction with 1.9M reactions from USPTO patents (1976-2016). Given the reactants Cl.[NH2:2][C@H:3]1[CH2:7][C@@H:6]([N:8]2[CH:16]=[N:15][C:14]3[C:9]2=[N:10][C:11]([Cl:32])=[N:12][C:13]=3[NH:17][CH2:18][CH:19]([C:26]2[CH:31]=[CH:30][CH:29]=[CH:28][CH:27]=2)[C:20]2[CH:25]=[CH:24][CH:23]=[CH:22][CH:21]=2)[C@H:5]([OH:33])[C@@H:4]1[OH:34].C(N(C(C)C)CC)(C)C.[CH:44]1([C:48](Cl)=[O:49])[CH2:47][CH2:46][CH2:45]1, predict the reaction product. The product is: [Cl:32][C:11]1[N:10]=[C:9]2[C:14]([N:15]=[CH:16][N:8]2[C@@H:6]2[CH2:7][C@H:3]([NH:2][C:48]([CH:44]3[CH2:47][CH2:46][CH2:45]3)=[O:49])[C@@H:4]([OH:34])[C@H:5]2[OH:33])=[C:13]([NH:17][CH2:18][CH:19]([C:26]2[CH:27]=[CH:28][CH:29]=[CH:30][CH:31]=2)[C:20]2[CH:25]=[CH:24][CH:23]=[CH:22][CH:21]=2)[N:12]=1.